Task: Regression. Given two drug SMILES strings and cell line genomic features, predict the synergy score measuring deviation from expected non-interaction effect.. Dataset: NCI-60 drug combinations with 297,098 pairs across 59 cell lines (1) Drug 1: C1CCC(C1)C(CC#N)N2C=C(C=N2)C3=C4C=CNC4=NC=N3. Drug 2: N.N.Cl[Pt+2]Cl. Cell line: SR. Synergy scores: CSS=58.7, Synergy_ZIP=6.82, Synergy_Bliss=10.3, Synergy_Loewe=2.43, Synergy_HSA=8.48. (2) Drug 1: C1C(C(OC1N2C=C(C(=O)NC2=O)F)CO)O. Drug 2: C1CN(CCN1C(=O)CCBr)C(=O)CCBr. Cell line: DU-145. Synergy scores: CSS=19.1, Synergy_ZIP=-4.39, Synergy_Bliss=-1.47, Synergy_Loewe=-3.11, Synergy_HSA=-0.507. (3) Drug 1: CN(C)C1=NC(=NC(=N1)N(C)C)N(C)C. Drug 2: CC1=C(C=C(C=C1)C(=O)NC2=CC(=CC(=C2)C(F)(F)F)N3C=C(N=C3)C)NC4=NC=CC(=N4)C5=CN=CC=C5. Cell line: MALME-3M. Synergy scores: CSS=-5.87, Synergy_ZIP=3.32, Synergy_Bliss=0.737, Synergy_Loewe=-7.97, Synergy_HSA=-5.32. (4) Drug 1: CC12CCC(CC1=CCC3C2CCC4(C3CC=C4C5=CN=CC=C5)C)O. Drug 2: CC(C)CN1C=NC2=C1C3=CC=CC=C3N=C2N. Cell line: SK-MEL-2. Synergy scores: CSS=2.29, Synergy_ZIP=2.27, Synergy_Bliss=3.99, Synergy_Loewe=1.04, Synergy_HSA=0.796. (5) Drug 1: COC1=C(C=C2C(=C1)N=CN=C2NC3=CC(=C(C=C3)F)Cl)OCCCN4CCOCC4. Drug 2: C1=CC(=CC=C1C#N)C(C2=CC=C(C=C2)C#N)N3C=NC=N3. Cell line: M14. Synergy scores: CSS=7.65, Synergy_ZIP=-1.87, Synergy_Bliss=0.211, Synergy_Loewe=-0.803, Synergy_HSA=-0.678.